This data is from NCI-60 drug combinations with 297,098 pairs across 59 cell lines. The task is: Regression. Given two drug SMILES strings and cell line genomic features, predict the synergy score measuring deviation from expected non-interaction effect. (1) Synergy scores: CSS=0.318, Synergy_ZIP=-2.47, Synergy_Bliss=-6.26, Synergy_Loewe=-9.05, Synergy_HSA=-9.23. Drug 1: C1=CC=C(C(=C1)C(C2=CC=C(C=C2)Cl)C(Cl)Cl)Cl. Drug 2: COC1=C2C(=CC3=C1OC=C3)C=CC(=O)O2. Cell line: NCIH23. (2) Cell line: SF-295. Synergy scores: CSS=-2.70, Synergy_ZIP=-1.46, Synergy_Bliss=-5.54, Synergy_Loewe=-5.16, Synergy_HSA=-5.31. Drug 1: CN(C)C1=NC(=NC(=N1)N(C)C)N(C)C. Drug 2: CC12CCC3C(C1CCC2O)C(CC4=C3C=CC(=C4)O)CCCCCCCCCS(=O)CCCC(C(F)(F)F)(F)F. (3) Synergy scores: CSS=86.0, Synergy_ZIP=2.87, Synergy_Bliss=2.55, Synergy_Loewe=2.01, Synergy_HSA=4.62. Drug 1: COC1=NC(=NC2=C1N=CN2C3C(C(C(O3)CO)O)O)N. Drug 2: C#CCC(CC1=CN=C2C(=N1)C(=NC(=N2)N)N)C3=CC=C(C=C3)C(=O)NC(CCC(=O)O)C(=O)O. Cell line: CCRF-CEM. (4) Synergy scores: CSS=21.3, Synergy_ZIP=-3.68, Synergy_Bliss=-1.17, Synergy_Loewe=-10.6, Synergy_HSA=-1.16. Cell line: BT-549. Drug 1: C1CN1C2=NC(=NC(=N2)N3CC3)N4CC4. Drug 2: CC(CN1CC(=O)NC(=O)C1)N2CC(=O)NC(=O)C2. (5) Drug 1: CN(CC1=CN=C2C(=N1)C(=NC(=N2)N)N)C3=CC=C(C=C3)C(=O)NC(CCC(=O)O)C(=O)O. Drug 2: CC1CCCC2(C(O2)CC(NC(=O)CC(C(C(=O)C(C1O)C)(C)C)O)C(=CC3=CSC(=N3)C)C)C. Cell line: MDA-MB-231. Synergy scores: CSS=23.6, Synergy_ZIP=1.83, Synergy_Bliss=-0.563, Synergy_Loewe=-12.1, Synergy_HSA=-1.57.